From a dataset of Forward reaction prediction with 1.9M reactions from USPTO patents (1976-2016). Predict the product of the given reaction. (1) The product is: [Cl:1][C:2]1[C:7]([Cl:8])=[CH:6][CH:5]=[CH:4][C:3]=1[C:9]([N:11]1[CH2:16][CH2:15][C:14]2[N:17]([C:20]3[CH:25]=[N:24][CH:23]=[C:22]([CH3:26])[N:21]=3)[N:18]=[N:19][C:13]=2[CH:12]1[CH3:27])=[O:10]. Given the reactants [Cl:1][C:2]1[C:7]([Cl:8])=[CH:6][CH:5]=[CH:4][C:3]=1[C:9]([N:11]1[CH:16]=[CH:15][C:14]2[N:17]([C:20]3[CH:25]=[N:24][CH:23]=[C:22]([CH3:26])[N:21]=3)[N:18]=[N:19][C:13]=2[CH:12]1[CH3:27])=[O:10].ClC1C(C(F)(F)F)=CC=CC=1C(N1C=CC2N(C3C(C)=CC(C)=CN=3)N=NC=2C1C)=O.CCOC(C)=O, predict the reaction product. (2) The product is: [S:5]1[CH2:4][CH:3]([C:6]([OH:8])=[O:7])[NH:2][C@H:21]1[C:20]1[S:16][CH:17]=[N:18][CH:19]=1. Given the reactants Cl.[NH2:2][C@H:3]([C:6]([OH:8])=[O:7])[CH2:4][SH:5].C([O-])(=O)C.[K+].CO.[S:16]1[C:20]([CH:21]=O)=[CH:19][N:18]=[CH:17]1, predict the reaction product. (3) The product is: [ClH:16].[CH3:3][NH+:2]([CH2:4][CH2:5][CH2:6][CH2:7][CH2:8][CH2:9][CH2:10][CH2:11][CH2:12][CH2:13][CH2:14][CH3:15])[CH3:1]. Given the reactants [CH3:1][N:2]([CH2:4][CH2:5][CH2:6][CH2:7][CH2:8][CH2:9][CH2:10][CH2:11][CH2:12][CH2:13][CH2:14][CH3:15])[CH3:3].[ClH:16], predict the reaction product. (4) Given the reactants [Cl:1][C:2]1[CH:3]=[C:4]([C:21]2[CH:26]=[CH:25][CH:24]=[C:23]([C:27](O)=[O:28])[CH:22]=2)[CH:5]=[CH:6][C:7]=1[CH2:8][CH:9]1[CH2:13][CH2:12][N:11]([CH:14]2[CH2:19][CH2:18][CH2:17][CH2:16][CH2:15]2)[C:10]1=[O:20].CCN=C=NCCCN(C)C.C1C=CC2N(O)N=NC=2C=1.C(N(CC)CC)C.[CH3:58][N:59]1[CH2:64][CH2:63][NH:62][CH2:61][CH2:60]1, predict the reaction product. The product is: [ClH:1].[Cl:1][C:2]1[CH:3]=[C:4]([C:21]2[CH:26]=[CH:25][CH:24]=[C:23]([C:27]([N:62]3[CH2:63][CH2:64][N:59]([CH3:58])[CH2:60][CH2:61]3)=[O:28])[CH:22]=2)[CH:5]=[CH:6][C:7]=1[CH2:8][CH:9]1[CH2:13][CH2:12][N:11]([CH:14]2[CH2:19][CH2:18][CH2:17][CH2:16][CH2:15]2)[C:10]1=[O:20]. (5) Given the reactants [Cl:1][C:2]1[CH:11]=[C:10]2[C:5]([CH2:6][CH2:7][O:8][C@H:9]2[C:12]2[CH:16]=[C:15]([CH:17]3OCC[O:18]3)[S:14][C:13]=2[CH3:22])=[CH:4][CH:3]=1.Cl, predict the reaction product. The product is: [Cl:1][C:2]1[CH:11]=[C:10]2[C:5]([CH2:6][CH2:7][O:8][C@H:9]2[C:12]2[CH:16]=[C:15]([CH:17]=[O:18])[S:14][C:13]=2[CH3:22])=[CH:4][CH:3]=1. (6) Given the reactants [F:1][C:2]1[CH:31]=[CH:30][C:5]([C:6]([NH:8][C:9]([CH3:29])([CH3:28])[C:10]([NH:12][C:13]2[S:14][C:15]([C:25]([OH:27])=O)=[C:16]([C:18]3[CH:23]=[CH:22][C:21]([F:24])=[CH:20][CH:19]=3)[N:17]=2)=[O:11])=[O:7])=[CH:4][CH:3]=1.[CH:32]1([C:35]([NH:37][NH2:38])=O)[CH2:34][CH2:33]1.CN(C(ON1N=NC2C=CC=NC1=2)=[N+](C)C)C.F[P-](F)(F)(F)(F)F.CC[N+](S(N=C(OC)[O-])(=O)=O)(CC)CC, predict the reaction product. The product is: [CH:32]1([C:35]2[O:27][C:25]([C:15]3[S:14][C:13]([NH:12][C:10]([C:9]([NH:8][C:6](=[O:7])[C:5]4[CH:4]=[CH:3][C:2]([F:1])=[CH:31][CH:30]=4)([CH3:29])[CH3:28])=[O:11])=[N:17][C:16]=3[C:18]3[CH:19]=[CH:20][C:21]([F:24])=[CH:22][CH:23]=3)=[N:38][N:37]=2)[CH2:34][CH2:33]1.